Dataset: Drug-target binding data from BindingDB using Ki measurements. Task: Regression. Given a target protein amino acid sequence and a drug SMILES string, predict the binding affinity score between them. We predict pKi (pKi = -log10(Ki in M); higher means stronger inhibition). Dataset: bindingdb_ki. (1) The compound is NC(CCSCc1ccccc1Br)C(=O)O. The target protein (O08532) has sequence MAAGCLLALTLTLFQSGLIGPSSEEPFPSPVTIKSWVDKMQEDLVTLAKTASGVTQLADIYEKYQDLYTVEPNNARQLVEIAARDIEKLLSNRSKALVRLAMEAEKVQAAHQWREDFASNEVVYYNAKDDLDPERNESEPGSQRIKPVFIEDANFGRQISYQHAAVHIPTDIYEGSTIVLNELNWTSALDEVFKRNRDEDPTLLWQVFGSATGLARYYPASPWVDNSRTPNKIDLYDVRRRPWYIQGAASPKDMLILVDVSGSVSGLTLKLIRTSVSEMLETLSDDDFVNVASFNSNAQDVSCFQHLVQANVRNKKVLKDAVNNITAKGITDYKKGFSFAFEQLLNYNVSRANCNKIIMLFTDGGEERAQEIFAKYNKDKKVRVFTFSVGQHNYDRGPIQWMACENKGYYYEIPSIGAIRINTQEYLDVLGRPMVLAGDKAKQVQWTNVYLDALELGLVITGTLPVFNVTGQSENKTNLKNQLILGVMGVDVSLEDIKRL.... The pKi is 7.7. (2) The small molecule is CCCCN1CCC(CCC(=O)c2cc(Cl)c(N)cc2OC)CC1. The target protein (P08909) has sequence MVNLGNAVRSLLMHLIGLLVWQFDISISPVAAIVTDTFNSSDGGRLFQFPDGVQNWPALSIVVIIIMTIGGNILVIMAVSMEKKLHNATNYFLMSLAIADMLVGLLVMPLSLLAILYDYVWPLPRYLCPVWISLDVLFSTASIMHLCAISLDRYVAIRNPIEHSRFNSRTKAIMKIAIVWAISIGVSVPIPVIGLRDESKVFVNNTTCVLNDPNFVLIGSFVAFFIPLTIMVITYFLTIYVLRRQTLMLLRGHTEEELANMSLNFLNCCCKKNGGEEENAPNPNPDQKPRRKKKEKRPRGTMQAINNEKKASKVLGIVFFVFLIMWCPFFITNILSVLCGKACNQKLMEKLLNVFVWIGYVCSGINPLVYTLFNKIYRRAFSKYLRCDYKPDKKPPVRQIPRVAATALSGRELNVNIYRHTNERVARKANDPEPGIEMQVENLELPVNPSNVVSERISSV. The pKi is 6.1. (3) The compound is C=C/C(C)=C/[C@@]1(C)SC(=O)C(C(=O)C(F)(F)F)C1=O. The target protein (P9WQD8) has sequence MSQPSTANGGFPSVVVTAVTATTSISPDIESTWKGLLAGESGIHALEDEFVTKWDLAVKIGGHLKDPVDSHMGRLDMRRMSYVQRMGKLLGGQLWESAGSPEVDPDRFAVVVGTGLGGAERIVESYDLMNAGGPRKVSPLAVQMIMPNGAAAVIGLQLGARAGVMTPVSACSSGSEAIAHAWRQIVMGDADVAVCGGVEGPIEALPIAAFSMMRAMSTRNDEPERASRPFDKDRDGFVFGEAGALMLIETEEHAKARGAKPLARLLGAGITSDAFHMVAPAADGVRAGRAMTRSLELAGLSPADIDHVNAHGTATPIGDAAEANAIRVAGCDQAAVYAPKSALGHSIGAVGALESVLTVLTLRDGVIPPTLNYETPDPEIDLDVVAGEPRYGDYRYAVNNSFGFGGHNVALAFGRY. The pKi is 4.9. (4) The small molecule is CCN1CCN(C(=O)N[C@@H](C(=O)N[C@@H]2C(=O)N3C(C(=O)O)=C(CSc4nnnn4C)CS[C@H]23)c2ccc(O)cc2)C(=O)C1=O. The target protein (Q9NSA0) has sequence MAFSKLLEQAGGVGLFQTLQVLTFILPCLMIPSQMLLENFSAAIPGHRCWTHMLDNGSAVSTNMTPKALLTISIPPGPNQGPHQCRRFRQPQWQLLDPNATATSWSEADTEPCVDGWVYDRSVFTSTIVAKWDLVCSSQGLKPLSQSIFMSGILVGSFIWGLLSYRFGRKPMLSWCCLQLAVAGTSTIFAPTFVIYCGLRFVAAFGMAGIFLSSLTLMVEWTTTSRRAVTMTVVGCAFSAGQAALGGLAFALRDWRTLQLAASVPFFAISLISWWLPESARWLIIKGKPDQALQELRKVARINGHKEAKNLTIEVLMSSVKEEVASAKEPRSVLDLFCVPVLRWRSCAMLVVNFSLLISYYGLVFDLQSLGRDIFLLQALFGAVDFLGRATTALLLSFLGRRTIQAGSQAMAGLAILANMLVPQDLQTLRVVFAVLGKGCFGISLTCLTIYKAELFPTPVRMTADGILHTVGRLGAMMGPLILMSRQALPLLPPLLYGVI.... The pKi is 5.5. (5) The drug is Nc1cc(F)cc(-c2ccc(O)c(C(=O)C3CCc4ccccc43)c2)c1O. The target protein (O43447) has sequence MAVANSSPVNPVVFFDVSIGGQEVGRMKIELFADVVPKTAENFRQFCTGEFRKDGVPIGYKGSTFHRVIKDFMIQGGDFVNGDGTGVASIYRGPFADENFKLRHSAPGLLSMANSGPSTNGCQFFITCSKCDWLDGKHVVFGKIIDGLLVMRKIENVPTGPNNKPKLPVVISQCGEM. The pKi is 4.0.